From a dataset of Full USPTO retrosynthesis dataset with 1.9M reactions from patents (1976-2016). Predict the reactants needed to synthesize the given product. (1) Given the product [Cl:14][C:11]1[CH:12]=[CH:13][C:8]([O:7][C:6]2[CH:17]=[C:2]([CH:28]([OH:31])[CH2:29][CH3:30])[CH:3]=[CH:4][C:5]=2[CH:18]([O:21][CH3:22])[O:19][CH3:20])=[C:9]([CH3:16])[C:10]=1[CH3:15], predict the reactants needed to synthesize it. The reactants are: Br[C:2]1[CH:3]=[CH:4][C:5]([CH:18]([O:21][CH3:22])[O:19][CH3:20])=[C:6]([CH:17]=1)[O:7][C:8]1[CH:13]=[CH:12][C:11]([Cl:14])=[C:10]([CH3:15])[C:9]=1[CH3:16].C([Li])CCC.[CH:28](=[O:31])[CH2:29][CH3:30]. (2) The reactants are: [NH2:1][C:2]1[CH:7]=[CH:6][CH:5]=[CH:4][N:3]=1.[Cl:8][CH2:9][CH2:10][N:11]=[C:12]=[O:13]. Given the product [Cl:8][CH2:9][CH2:10][NH:11][C:12]([NH:1][C:2]1[CH:7]=[CH:6][CH:5]=[CH:4][N:3]=1)=[O:13], predict the reactants needed to synthesize it. (3) Given the product [C:1]1([CH3:11])[CH:2]=[CH:3][C:4]([CH:7]2[CH2:12][CH:8]2[CH2:9][OH:10])=[CH:5][CH:6]=1, predict the reactants needed to synthesize it. The reactants are: [C:1]1([CH3:11])[CH:6]=[CH:5][C:4]([CH:7]=[CH:8][CH2:9][OH:10])=[CH:3][CH:2]=1.[CH3:12]S(N[C@@H]1CCCC[C@H]1NS(C)(=O)=O)(=O)=O.C([Zn]CC)C.ICI. (4) Given the product [CH3:33][Si:32]([CH3:35])([CH3:34])[CH2:31][CH2:30][O:29][CH2:28][N:7]([CH2:6][O:5][CH2:4][CH2:3][Si:2]([CH3:36])([CH3:1])[CH3:37])[C:8]1[N:13]2[N:14]=[CH:15][C:16]([I:45])=[C:12]2[N:11]=[C:10]([O:17][C:18]2[CH:19]=[CH:20][C:21]([C:22]([O:24][CH3:25])=[O:23])=[CH:26][CH:27]=2)[CH:9]=1, predict the reactants needed to synthesize it. The reactants are: [CH3:1][Si:2]([CH3:37])([CH3:36])[CH2:3][CH2:4][O:5][CH2:6][N:7]([CH2:28][O:29][CH2:30][CH2:31][Si:32]([CH3:35])([CH3:34])[CH3:33])[C:8]1[N:13]2[N:14]=[CH:15][CH:16]=[C:12]2[N:11]=[C:10]([O:17][C:18]2[CH:27]=[CH:26][C:21]([C:22]([O:24][CH3:25])=[O:23])=[CH:20][CH:19]=2)[CH:9]=1.C1C(=O)N([I:45])C(=O)C1.